This data is from Full USPTO retrosynthesis dataset with 1.9M reactions from patents (1976-2016). The task is: Predict the reactants needed to synthesize the given product. (1) Given the product [CH2:1]([N:8]1[CH:13]2[CH:14]([O:16][Si:27]([C:24]([CH3:26])([CH3:25])[CH3:23])([CH3:29])[CH3:28])[CH2:15][CH:9]1[CH2:10][C:11](=[O:17])[CH2:12]2)[C:2]1[CH:3]=[CH:4][CH:5]=[CH:6][CH:7]=1, predict the reactants needed to synthesize it. The reactants are: [CH2:1]([N:8]1[CH:13]2[CH:14]([OH:16])[CH2:15][CH:9]1[CH2:10][C:11](=[O:17])[CH2:12]2)[C:2]1[CH:7]=[CH:6][CH:5]=[CH:4][CH:3]=1.N1C=CN=C1.[CH3:23][C:24]([Si:27](Cl)([CH3:29])[CH3:28])([CH3:26])[CH3:25]. (2) Given the product [NH2:1][C:2]1[CH:3]=[C:4]([CH:5]=[CH:6][CH:7]=1)[O:8][CH2:13][CH2:14][CH:15]1[CH2:19][CH2:18][CH2:17][N:16]1[CH3:20], predict the reactants needed to synthesize it. The reactants are: [NH2:1][C:2]1[CH:3]=[C:4]([OH:8])[CH:5]=[CH:6][CH:7]=1.[H-].[Na+].Cl.Cl[CH2:13][CH2:14][CH:15]1[CH2:19][CH2:18][CH2:17][N:16]1[CH3:20].